Dataset: NCI-60 drug combinations with 297,098 pairs across 59 cell lines. Task: Regression. Given two drug SMILES strings and cell line genomic features, predict the synergy score measuring deviation from expected non-interaction effect. (1) Drug 1: C1=NC2=C(N=C(N=C2N1C3C(C(C(O3)CO)O)O)F)N. Drug 2: C1=NC2=C(N1)C(=S)N=CN2. Cell line: EKVX. Synergy scores: CSS=4.89, Synergy_ZIP=2.46, Synergy_Bliss=-3.11, Synergy_Loewe=-5.64, Synergy_HSA=-1.40. (2) Drug 1: CCC(=C(C1=CC=CC=C1)C2=CC=C(C=C2)OCCN(C)C)C3=CC=CC=C3.C(C(=O)O)C(CC(=O)O)(C(=O)O)O. Drug 2: COC1=NC(=NC2=C1N=CN2C3C(C(C(O3)CO)O)O)N. Cell line: NCI-H322M. Synergy scores: CSS=-7.45, Synergy_ZIP=2.84, Synergy_Bliss=-4.20, Synergy_Loewe=-6.64, Synergy_HSA=-8.79.